Dataset: Forward reaction prediction with 1.9M reactions from USPTO patents (1976-2016). Task: Predict the product of the given reaction. (1) Given the reactants [NH:1]1[C:5]2=[N:6][CH:7]=[CH:8][CH:9]=[C:4]2[C:3]([C:10]23[CH2:15][CH:14]2[CH2:13][N:12](C(OC(C)(C)C)=O)[CH2:11]3)=[CH:2]1.[ClH:23], predict the reaction product. The product is: [ClH:23].[C:10]12([C:3]3[C:4]4[C:5](=[N:6][CH:7]=[CH:8][CH:9]=4)[NH:1][CH:2]=3)[CH2:15][CH:14]1[CH2:13][NH:12][CH2:11]2. (2) Given the reactants [O:1]1[CH2:6][CH2:5][N:4]([CH2:7][CH2:8][N:9]2[C:18]3[C:13](=[CH:14][C:15]([NH2:19])=[CH:16][CH:17]=3)[CH2:12][CH2:11][CH2:10]2)[CH2:3][CH2:2]1.I.[S:21]1[CH:25]=[CH:24][CH:23]=[C:22]1[C:26](SC)=[NH:27], predict the reaction product. The product is: [O:1]1[CH2:6][CH2:5][N:4]([CH2:7][CH2:8][N:9]2[C:18]3[C:13](=[CH:14][C:15]([NH:19][C:26]([C:22]4[S:21][CH:25]=[CH:24][CH:23]=4)=[NH:27])=[CH:16][CH:17]=3)[CH2:12][CH2:11][CH2:10]2)[CH2:3][CH2:2]1. (3) Given the reactants [Br:1][C:2]1[CH:3]=[C:4]([CH:20]=[CH:21][C:22]=1[O:23]C)[CH2:5][C:6]1[N:15]2[N:16]=[C:17]([NH2:19])[N:18]=[C:14]2[C:13]2[CH:12]=[CH:11][CH:10]=[CH:9][C:8]=2[N:7]=1.COC1C=C(C=C(OC)C=1)CC1N2N=C(N)N=C2C2C=CC=CC=2N=1, predict the reaction product. The product is: [NH2:19][C:17]1[N:18]=[C:14]2[N:15]([C:6]([CH2:5][C:4]3[CH:20]=[CH:21][C:22]([OH:23])=[C:2]([Br:1])[CH:3]=3)=[N:7][C:8]3[CH:9]=[CH:10][CH:11]=[CH:12][C:13]=32)[N:16]=1. (4) The product is: [Cl:26][C:4]1[N:3]=[C:2]([NH:32][C:30](=[O:31])[C:29]2[C:28]([F:27])=[CH:36][CH:35]=[CH:34][C:33]=2[F:37])[CH:7]=[C:6]([C:8]2[C:16]3[C:11](=[N:12][CH:13]=[CH:14][CH:15]=3)[NH:10][CH:9]=2)[CH:5]=1. Given the reactants Cl[C:2]1[CH:7]=[C:6]([C:8]2[C:16]3[C:11](=[N:12][CH:13]=[CH:14][CH:15]=3)[N:10](S(C3C=CC=CC=3)(=O)=O)[CH:9]=2)[CH:5]=[C:4]([Cl:26])[N:3]=1.[F:27][C:28]1[CH:36]=[CH:35][CH:34]=[C:33]([F:37])[C:29]=1[C:30]([NH2:32])=[O:31].C(=O)([O-])[O-].[Cs+].[Cs+].CC1(C)C2C(=C(P(C3C=CC=CC=3)C3C=CC=CC=3)C=CC=2)OC2C(P(C3C=CC=CC=3)C3C=CC=CC=3)=CC=CC1=2, predict the reaction product.